This data is from Full USPTO retrosynthesis dataset with 1.9M reactions from patents (1976-2016). The task is: Predict the reactants needed to synthesize the given product. (1) Given the product [C:26]1([C:46]2[CH:51]=[CH:50][CH:49]=[CH:48][CH:47]=2)[CH:27]=[CH:28][C:23]([N:17]2[C:18]([CH2:19][CH2:20][CH2:21][CH3:22])=[C:14]([C:11]3[CH:12]=[CH:13][C:8]([C:6]([O:5][C:1]([CH3:3])([CH3:4])[CH3:2])=[O:7])=[CH:9][C:10]=3[C:34]([N:36]3[CH2:45][CH2:44][C:43]4[C:38](=[CH:39][CH:40]=[CH:41][CH:42]=4)[CH2:37]3)=[O:35])[C:15]([C:29]([O:31][CH2:32][CH3:33])=[O:30])=[N:16]2)=[CH:24][CH:25]=1, predict the reactants needed to synthesize it. The reactants are: [C:1]([O:5][C:6]([C:8]1[CH:13]=[CH:12][C:11]([C:14]2[C:15]([C:29]([O:31][CH2:32][CH3:33])=[O:30])=[N:16][N:17]([C:23]3[CH:28]=[CH:27][CH:26]=[CH:25][CH:24]=3)[C:18]=2[CH2:19][CH2:20][CH2:21][CH3:22])=[C:10]([C:34]([N:36]2[CH2:45][CH2:44][C:43]3[C:38](=[CH:39][CH:40]=[CH:41][CH:42]=3)[CH2:37]2)=[O:35])[CH:9]=1)=[O:7])([CH3:4])([CH3:3])[CH3:2].[C:46]1([C:46]2[CH:51]=[CH:50][CH:49]=[CH:48][CH:47]=2)[CH:51]=[CH:50][C:49](N/N=C/C(OCC)=O)=[CH:48][CH:47]=1.[N+](C(CCCC)=CC1C=CC(C(OC(C)(C)C)=O)=CC=1C(N1CCC2C(=CC=CC=2)C1)=O)([O-])=O. (2) The reactants are: [F:1][C:2]1[CH:7]=[CH:6][C:5]([N:8]2[C:16]3[C:11](=[CH:12][C:13]([O:17][C@H:18]([C:22]4[CH:27]=[CH:26][CH:25]=[C:24]([O:28][CH3:29])[CH:23]=4)[C@@H:19]([NH2:21])[CH3:20])=[CH:14][CH:15]=3)[CH:10]=[N:9]2)=[CH:4][CH:3]=1.[CH3:30][CH:31]([CH3:35])[C:32](Cl)=[O:33]. Given the product [F:1][C:2]1[CH:3]=[CH:4][C:5]([N:8]2[C:16]3[C:11](=[CH:12][C:13]([O:17][C@H:18]([C:22]4[CH:27]=[CH:26][CH:25]=[C:24]([O:28][CH3:29])[CH:23]=4)[C@@H:19]([NH:21][C:32](=[O:33])[CH:31]([CH3:35])[CH3:30])[CH3:20])=[CH:14][CH:15]=3)[CH:10]=[N:9]2)=[CH:6][CH:7]=1, predict the reactants needed to synthesize it.